Dataset: Full USPTO retrosynthesis dataset with 1.9M reactions from patents (1976-2016). Task: Predict the reactants needed to synthesize the given product. (1) Given the product [Br:1][C:2]1[CH:7]=[CH:6][C:5]([N:8]2[CH2:12][CH2:11][CH:10]([CH2:13][N:26]3[CH2:25][CH2:24][N:23]([C:18]4[CH:19]=[CH:20][CH:21]=[CH:22][C:17]=4[O:16][CH3:15])[CH2:28][CH2:27]3)[C:9]2=[O:14])=[CH:4][CH:3]=1, predict the reactants needed to synthesize it. The reactants are: [Br:1][C:2]1[CH:7]=[CH:6][C:5]([N:8]2[CH2:12][CH2:11][C:10](=[CH2:13])[C:9]2=[O:14])=[CH:4][CH:3]=1.[CH3:15][O:16][C:17]1[CH:22]=[CH:21][CH:20]=[CH:19][C:18]=1[N:23]1[CH2:28][CH2:27][NH:26][CH2:25][CH2:24]1.COCCOC. (2) Given the product [CH3:1][C:2]1[CH:19]=[CH:18][CH:17]=[C:16]([CH3:20])[C:3]=1[CH2:4][O:5][C:6]1[C:7]([CH3:15])=[C:8]([CH:9]=[CH:10][CH:11]=1)[CH2:12][C:13]1[NH:23][N:22]=[N:21][N:14]=1, predict the reactants needed to synthesize it. The reactants are: [CH3:1][C:2]1[CH:19]=[CH:18][CH:17]=[C:16]([CH3:20])[C:3]=1[CH2:4][O:5][C:6]1[C:7]([CH3:15])=[C:8]([CH2:12][C:13]#[N:14])[CH:9]=[CH:10][CH:11]=1.[N-:21]=[N+:22]=[N-:23].[Na+].[Cl-].[NH4+].C(OCC)(=O)C.